Dataset: Catalyst prediction with 721,799 reactions and 888 catalyst types from USPTO. Task: Predict which catalyst facilitates the given reaction. (1) Reactant: [CH:1]([CH:13]1[CH2:18][C:17](=[O:19])[O:16][C:14]1=[O:15])=[CH:2][CH2:3][CH2:4][CH2:5][CH2:6][CH2:7][CH2:8][CH2:9][CH2:10][CH2:11][CH3:12].C(N(CC)CC)C.[F:27][C:28]1[CH:49]=[CH:48][CH:47]=[CH:46][C:29]=1[CH:30]=[C:31]1[C:36](=[O:37])[C:35](=[CH:38][C:39]2[CH:44]=[CH:43][CH:42]=[CH:41][C:40]=2[F:45])[CH2:34][NH:33][CH2:32]1. Product: [F:45][C:40]1[CH:41]=[CH:42][CH:43]=[CH:44][C:39]=1[CH:38]=[C:35]1[C:36](=[O:37])[C:31](=[CH:30][C:29]2[CH:46]=[CH:47][CH:48]=[CH:49][C:28]=2[F:27])[CH2:32][N:33]([C:14]([CH:13]([CH:1]=[CH:2][CH2:3][CH2:4][CH2:5][CH2:6][CH2:7][CH2:8][CH2:9][CH2:10][CH2:11][CH3:12])[CH2:18][C:17]([OH:16])=[O:19])=[O:15])[CH2:34]1. The catalyst class is: 2. (2) Reactant: [CH:1]1([S:4]([NH:7][C:8]2[CH:13]=[CH:12][C:11]([C:14]3[C:15]4[S:22][C:21]([C:23]5[CH2:24][CH2:25][N:26](C(OC(C)(C)C)=O)[CH2:27][CH:28]=5)=[CH:20][C:16]=4[N:17]=[CH:18][N:19]=3)=[CH:10][CH:9]=2)(=[O:6])=[O:5])[CH2:3][CH2:2]1.[ClH:36]. Product: [ClH:36].[ClH:36].[NH:26]1[CH2:27][CH:28]=[C:23]([C:21]2[S:22][C:15]3[C:14]([C:11]4[CH:10]=[CH:9][C:8]([NH:7][S:4]([CH:1]5[CH2:3][CH2:2]5)(=[O:5])=[O:6])=[CH:13][CH:12]=4)=[N:19][CH:18]=[N:17][C:16]=3[CH:20]=2)[CH2:24][CH2:25]1. The catalyst class is: 880.